This data is from Forward reaction prediction with 1.9M reactions from USPTO patents (1976-2016). The task is: Predict the product of the given reaction. (1) Given the reactants [Si:1]([O:8][C@@H:9]1[C@@H:17]([CH2:18][OH:19])[O:16][C@H:15]2[C@H:11]([N:12]=[C:13]([N:20]([CH2:28][CH3:29])[C:21](=[O:27])[O:22][C:23]([CH3:26])([CH3:25])[CH3:24])[S:14]2)[C@@H:10]1[F:30])([C:4]([CH3:7])([CH3:6])[CH3:5])([CH3:3])[CH3:2].[CH2:31](Cl)Cl, predict the reaction product. The product is: [Si:1]([O:8][C@@H:9]1[C@@H:17]([C@@H:18]([OH:19])[CH3:31])[O:16][C@H:15]2[C@H:11]([N:12]=[C:13]([N:20]([CH2:28][CH3:29])[C:21](=[O:27])[O:22][C:23]([CH3:26])([CH3:25])[CH3:24])[S:14]2)[C@@H:10]1[F:30])([C:4]([CH3:6])([CH3:7])[CH3:5])([CH3:2])[CH3:3]. (2) Given the reactants C([O:9][CH2:10][CH2:11][O:12][C:13]1[CH:18]=[CH:17][C:16](/[C:19](/[C:30]2[CH:35]=[CH:34][CH:33]=[CH:32][CH:31]=2)=[C:20](\[C:24]2[CH:29]=[CH:28][CH:27]=[CH:26][CH:25]=2)/[CH2:21][CH2:22][Cl:23])=[CH:15][CH:14]=1)(=O)C1C=CC=CC=1.[Al].[Li].[H-], predict the reaction product. The product is: [CH:27]1[CH:28]=[CH:29][C:24](/[C:20](/[CH2:21][CH2:22][Cl:23])=[C:19](\[C:16]2[CH:17]=[CH:18][C:13]([O:12][CH2:11][CH2:10][OH:9])=[CH:14][CH:15]=2)/[C:30]2[CH:31]=[CH:32][CH:33]=[CH:34][CH:35]=2)=[CH:25][CH:26]=1. (3) Given the reactants [CH3:1][C:2]1[CH:13]=[CH:12][C:5]([CH2:6][N:7]2[CH:11]=[N:10][CH:9]=[N:8]2)=[CH:4][CH:3]=1.[CH:14](=[O:16])[CH3:15], predict the reaction product. The product is: [CH3:1][C:2]1[CH:3]=[CH:4][C:5]([CH2:6][N:7]2[C:11]([CH:14]([OH:16])[CH3:15])=[N:10][CH:9]=[N:8]2)=[CH:12][CH:13]=1.